This data is from Catalyst prediction with 721,799 reactions and 888 catalyst types from USPTO. The task is: Predict which catalyst facilitates the given reaction. (1) Reactant: [O:1]=[C:2]1[NH:6][CH2:5][CH2:4][N:3]1[C:7]1[CH:16]=[CH:15][C:10]([C:11]([O:13][CH3:14])=[O:12])=[CH:9][CH:8]=1.[H-].[Na+].Br[CH2:20][C:21]1[CH:26]=[CH:25][C:24]([C:27]([CH3:30])([CH3:29])[CH3:28])=[CH:23][CH:22]=1. Product: [C:27]([C:24]1[CH:23]=[CH:22][C:21]([CH2:20][N:6]2[CH2:5][CH2:4][N:3]([C:7]3[CH:8]=[CH:9][C:10]([C:11]([O:13][CH3:14])=[O:12])=[CH:15][CH:16]=3)[C:2]2=[O:1])=[CH:26][CH:25]=1)([CH3:30])([CH3:28])[CH3:29]. The catalyst class is: 9. (2) Reactant: [CH:1]12[CH2:10][CH:5]3[CH2:6][CH:7]([CH2:9][CH:3]([CH2:4]3)[CH:2]1[N:11]([CH3:26])[CH2:12][CH:13]([OH:25])[CH2:14][O:15][C:16]1[CH:24]=[CH:23][CH:22]=[CH:21][C:17]=1[C:18](O)=[O:19])[CH2:8]2.CCN=C=NCCCN(C)C.Cl.C1C=CC2N(O)N=NC=2C=1.CCN(C(C)C)C(C)C.[F:58][C:59]([F:72])([F:71])[C:60]1([C:63]2[CH:70]=[CH:69][C:66]([CH2:67][NH2:68])=[CH:65][CH:64]=2)[N:62]=[N:61]1. Product: [CH:1]12[CH2:10][CH:5]3[CH2:6][CH:7]([CH2:9][CH:3]([CH2:4]3)[CH:2]1[N:11]([CH3:26])[CH2:12][CH:13]([OH:25])[CH2:14][O:15][C:16]1[CH:24]=[CH:23][CH:22]=[CH:21][C:17]=1[C:18]([NH:68][CH2:67][C:66]1[CH:69]=[CH:70][C:63]([C:60]3([C:59]([F:72])([F:71])[F:58])[N:62]=[N:61]3)=[CH:64][CH:65]=1)=[O:19])[CH2:8]2. The catalyst class is: 31.